Dataset: Catalyst prediction with 721,799 reactions and 888 catalyst types from USPTO. Task: Predict which catalyst facilitates the given reaction. (1) Reactant: [CH:1]1[C:10]2[C:5](=[CH:6][CH:7]=[CH:8][CH:9]=2)[CH:4]=[CH:3][C:2]=1[CH:11]([C:13]1[CH:22]=[CH:21][C:20]2[C:15](=[CH:16][CH:17]=[CH:18][CH:19]=2)[CH:14]=1)[OH:12]. Product: [CH:14]1[C:15]2[C:20](=[CH:19][CH:18]=[CH:17][CH:16]=2)[CH:21]=[CH:22][C:13]=1[C:11]([C:2]1[CH:3]=[CH:4][C:5]2[C:10](=[CH:9][CH:8]=[CH:7][CH:6]=2)[CH:1]=1)=[O:12]. The catalyst class is: 177. (2) The catalyst class is: 81. Product: [Br:8][C:9]1[CH:10]=[C:11]([C:16]2[C:17]([C:21]3[CH:26]=[CH:25][CH:24]=[C:23]([CH3:27])[N:22]=3)=[N:18][N:19]([CH2:33][O:32][CH2:31][CH2:30][Si:29]([CH3:36])([CH3:35])[CH3:28])[CH:20]=2)[CH:12]=[CH:13][C:14]=1[F:15]. Reactant: [H-].[Na+].O1CCCC1.[Br:8][C:9]1[CH:10]=[C:11]([C:16]2[C:17]([C:21]3[CH:26]=[CH:25][CH:24]=[C:23]([CH3:27])[N:22]=3)=[N:18][NH:19][CH:20]=2)[CH:12]=[CH:13][C:14]=1[F:15].[CH3:28][Si:29]([CH3:36])([CH3:35])[CH2:30][CH2:31][O:32][CH2:33]Cl. (3) Reactant: [NH:1]1[CH:5]=[CH:4][C:3]([C:6]2[CH:11]=[CH:10][N:9]=[C:8]([C:12]([F:15])([F:14])[F:13])[N:7]=2)=[N:2]1.[Br:16]Br. Product: [Br:16][C:4]1[C:3]([C:6]2[CH:11]=[CH:10][N:9]=[C:8]([C:12]([F:15])([F:14])[F:13])[N:7]=2)=[N:2][NH:1][CH:5]=1. The catalyst class is: 22. (4) Reactant: FC(F)(F)C(O)=O.[N:8]1([C:14]2[N:19]3[N:20]=[C:21]([C:23]4[CH:28]=[CH:27][CH:26]=[CH:25][CH:24]=4)[CH:22]=[C:18]3[N:17]=[C:16]([NH:29][NH2:30])[CH:15]=2)[CH2:13][CH2:12][O:11][CH2:10][CH2:9]1.[C:31]([C:33]1[CH:34]=[C:35]([CH:38]=[CH:39][CH:40]=1)[CH:36]=O)#[N:32]. Product: [C:31]([C:33]1[CH:34]=[C:35]([CH:38]=[CH:39][CH:40]=1)[CH:36]=[N:30][NH:29][C:16]1[CH:15]=[C:14]([N:8]2[CH2:13][CH2:12][O:11][CH2:10][CH2:9]2)[N:19]2[N:20]=[C:21]([C:23]3[CH:28]=[CH:27][CH:26]=[CH:25][CH:24]=3)[CH:22]=[C:18]2[N:17]=1)#[N:32]. The catalyst class is: 8. (5) Reactant: [CH3:1][N:2]1[C:6]([C:7]2[CH:12]=[CH:11][CH:10]=[CH:9][CH:8]=2)=[C:5]([C:13]([OH:15])=O)[CH:4]=[N:3]1.C(Cl)(=O)C(Cl)=O.CN(C)C=O.[NH2:27][C:28]1[CH:29]=[C:30]([CH:49]=[CH:50][CH:51]=1)[O:31][C:32]1[CH:46]=[CH:45][C:35]2[N:36]=[C:37]([NH:39][C:40]([CH:42]3[CH2:44][CH2:43]3)=[O:41])[S:38][C:34]=2[C:33]=1[C:47]#[N:48]. Product: [C:47]([C:33]1[C:34]2[S:38][C:37]([NH:39][C:40]([CH:42]3[CH2:43][CH2:44]3)=[O:41])=[N:36][C:35]=2[CH:45]=[CH:46][C:32]=1[O:31][C:30]1[CH:29]=[C:28]([NH:27][C:13]([C:5]2[CH:4]=[N:3][N:2]([CH3:1])[C:6]=2[C:7]2[CH:8]=[CH:9][CH:10]=[CH:11][CH:12]=2)=[O:15])[CH:51]=[CH:50][CH:49]=1)#[N:48]. The catalyst class is: 54. (6) Reactant: [Cl:1][C:2]1[C:3]([F:34])=[C:4]([CH:31]=[CH:32][CH:33]=1)[NH:5][C:6]1[C:15]2[C:10](=[CH:11][C:12]([O:29][CH3:30])=[C:13]([O:16][C@H:17]3[CH2:21][CH2:20][N:19]([C:22](OC(C)(C)C)=O)[CH2:18]3)[CH:14]=2)[N:9]=[CH:8][N:7]=1.C=O. Product: [Cl:1][C:2]1[C:3]([F:34])=[C:4]([CH:31]=[CH:32][CH:33]=1)[NH:5][C:6]1[C:15]2[C:10](=[CH:11][C:12]([O:29][CH3:30])=[C:13]([O:16][C@H:17]3[CH2:21][CH2:20][N:19]([CH3:22])[CH2:18]3)[CH:14]=2)[N:9]=[CH:8][N:7]=1. The catalyst class is: 106. (7) Product: [Cl:1][C:2]1[CH:3]=[C:4]([I:9])[C:5]([O:8][CH2:16][CH3:17])=[CH:6][N:7]=1. The catalyst class is: 3. Reactant: [Cl:1][C:2]1[N:7]=[CH:6][C:5]([OH:8])=[C:4]([I:9])[CH:3]=1.C(=O)([O-])[O-].[K+].[K+].[CH2:16](I)[CH3:17]. (8) Reactant: [N+:1]([CH:4]([N+:6]([O-:8])=[O:7])[CH3:5])([O-:3])=[O:2].[OH-].[K+].[C:11]([O:15][CH2:16][CH2:17][CH2:18][CH2:19][CH2:20][CH2:21][CH2:22][CH3:23])(=[O:14])[CH:12]=[CH2:13].CO. Product: [N+:1]([C:4]([N+:6]([O-:8])=[O:7])([CH3:5])[CH2:13][CH2:12][C:11]([O:15][CH2:16][CH2:17][CH2:18][CH2:19][CH2:20][CH2:21][CH2:22][CH3:23])=[O:14])([O-:3])=[O:2]. The catalyst class is: 6. (9) Product: [CH:1]([C:4]1[CH:16]=[CH:15][C:7]([C:8]([OH:10])=[O:9])=[CH:6][C:5]=1[O:17][C:18]1[CH:23]=[CH:22][CH:21]=[CH:20][CH:19]=1)([CH3:3])[CH3:2]. The catalyst class is: 4. Reactant: [CH:1]([C:4]1[CH:16]=[CH:15][C:7]([C:8]([O:10]C(C)(C)C)=[O:9])=[CH:6][C:5]=1[O:17][C:18]1[CH:23]=[CH:22][CH:21]=[CH:20][CH:19]=1)([CH3:3])[CH3:2].FC(F)(F)C(O)=O. (10) Reactant: [C:1]([O:5][C:6]([N:8]1[CH2:26][CH2:25][C:12]2=[C:13]([N:21]3[CH2:24][CH2:23][CH2:22]3)[N:14]3[C:18]([N:19]=[C:11]2[CH2:10][CH2:9]1)=[C:17](I)[CH:16]=[N:15]3)=[O:7])([CH3:4])([CH3:3])[CH3:2].[C:27]([C:29]1[CH:34]=[CH:33][CH:32]=[CH:31][N:30]=1)#[CH:28].C(N(CC)CC)C. Product: [C:1]([O:5][C:6]([N:8]1[CH2:26][CH2:25][C:12]2=[C:13]([N:21]3[CH2:24][CH2:23][CH2:22]3)[N:14]3[C:18]([N:19]=[C:11]2[CH2:10][CH2:9]1)=[C:17]([C:28]#[C:27][C:29]1[CH:34]=[CH:33][CH:32]=[CH:31][N:30]=1)[CH:16]=[N:15]3)=[O:7])([CH3:4])([CH3:3])[CH3:2]. The catalyst class is: 321.